Dataset: Catalyst prediction with 721,799 reactions and 888 catalyst types from USPTO. Task: Predict which catalyst facilitates the given reaction. (1) Reactant: [CH3:1][O:2][C:3]1[C:13]([O:14][CH3:15])=[C:12]([O:16][CH3:17])[CH:11]=[CH:10][C:4]=1[O:5][CH2:6][C:7](O)=[O:8]. Product: [CH3:17][O:16][C:12]1[C:13]([O:14][CH3:15])=[C:3]([O:2][CH3:1])[C:4]2[O:5][CH2:6][C:7](=[O:8])[C:10]=2[CH:11]=1. The catalyst class is: 6. (2) Reactant: [N+]([O-])(O)=O.OS(O)(=O)=O.[CH3:10][C:11]1C=C(C=CC=1)C(O)=O.CC1C([N+]([O-])=O)=C(C([N+]([O-])=O)=CC=1)C(O)=O.[CH3:36][C:37]1[C:38]([N+:49]([O-:51])=[O:50])=[CH:39][C:40]([N+:46]([O-:48])=[O:47])=[C:41]([CH:45]=1)[C:42]([OH:44])=[O:43].O=S(Cl)Cl. Product: [CH2:10]([O:43][C:42](=[O:44])[C:41]1[CH:45]=[C:37]([CH3:36])[C:38]([N+:49]([O-:51])=[O:50])=[CH:39][C:40]=1[N+:46]([O-:48])=[O:47])[CH3:11]. The catalyst class is: 14. (3) The catalyst class is: 1. Product: [Br:1][C:2]1[CH:8]=[CH:7][C:5]([N:6]=[C:10]=[O:12])=[CH:4][CH:3]=1. Reactant: [Br:1][C:2]1[CH:8]=[CH:7][C:5]([NH2:6])=[CH:4][CH:3]=1.Cl[C:10](Cl)([O:12]C(=O)OC(Cl)(Cl)Cl)Cl. (4) Reactant: IC1C=CC(C)=CC=1S(O)(=O)=[O:10].OOS([O-])=O.[K+].[C:19]1([CH2:25][CH2:26][CH2:27][CH2:28][OH:29])[CH:24]=[CH:23][CH:22]=[CH:21][CH:20]=1. Product: [C:19]1([CH2:25][CH2:26][CH2:27][C:28]([OH:10])=[O:29])[CH:24]=[CH:23][CH:22]=[CH:21][CH:20]=1. The catalyst class is: 463. (5) Reactant: [C:1]([O:5][C:6]([NH:8][C@@H:9]([C@@H:21]([O:24][CH2:25][CH2:26][CH2:27][CH:28]=[CH2:29])[CH2:22][CH3:23])[C:10]([N:12]1[CH2:16][C@H:15]([OH:17])[CH2:14][C@H:13]1[C:18]([OH:20])=O)=[O:11])=[O:7])([CH3:4])([CH3:3])[CH3:2].FC(F)(F)C(O)=O.[NH2:37][C@:38]1([C:43]([NH:45][S:46]([C:49]2([CH3:52])[CH2:51][CH2:50]2)(=[O:48])=[O:47])=[O:44])[CH2:40][C@H:39]1[CH:41]=[CH2:42].CN(C(ON1N=NC2C=CC=NC1=2)=[N+](C)C)C.F[P-](F)(F)(F)(F)F.C(N(CC)C(C)C)(C)C. Product: [OH:17][C@H:15]1[CH2:16][N:12]([C:10](=[O:11])[C@@H:9]([NH:8][C:6](=[O:7])[O:5][C:1]([CH3:2])([CH3:4])[CH3:3])[C@@H:21]([O:24][CH2:25][CH2:26][CH2:27][CH:28]=[CH2:29])[CH2:22][CH3:23])[C@H:13]([C:18](=[O:20])[NH:37][C@:38]2([C:43](=[O:44])[NH:45][S:46]([C:49]3([CH3:52])[CH2:51][CH2:50]3)(=[O:48])=[O:47])[CH2:40][C@H:39]2[CH:41]=[CH2:42])[CH2:14]1. The catalyst class is: 2. (6) Reactant: [F:1][C:2]1[CH:7]=[CH:6][C:5]([C:8]2[C:17]3[C:12](=[CH:13][C:14]([CH2:18][N:19]4[CH:23]=[C:22]([C@:24]([OH:31])([C:27]([F:30])([F:29])[F:28])[CH2:25][CH3:26])[N:21]=[N:20]4)=[CH:15][CH:16]=3)[N:11]=[C:10]([C:32](=[O:34])[CH3:33])[CH:9]=2)=[CH:4][CH:3]=1.[CH3:35][Mg]Br.CCOCC. Product: [F:28][C:27]([F:29])([F:30])[C@:24]([C:22]1[N:21]=[N:20][N:19]([CH2:18][C:14]2[CH:13]=[C:12]3[C:17]([C:8]([C:5]4[CH:4]=[CH:3][C:2]([F:1])=[CH:7][CH:6]=4)=[CH:9][C:10]([C:32]([OH:34])([CH3:35])[CH3:33])=[N:11]3)=[CH:16][CH:15]=2)[CH:23]=1)([OH:31])[CH2:25][CH3:26]. The catalyst class is: 1. (7) Reactant: [F:1][C:2]([F:20])([F:19])[C:3]1[CH:4]=[C:5]([C:9]2[CH:17]=[CH:16][CH:15]=[C:14]3[C:10]=2[CH2:11][C:12](=[O:18])[NH:13]3)[CH:6]=[CH:7][CH:8]=1.[CH2:21]([N:23]([CH2:38][CH3:39])[CH2:24][CH2:25][NH:26][C:27]([C:29]1[C:33]([CH3:34])=[C:32]([CH:35]=O)[NH:31][C:30]=1[CH3:37])=[O:28])[CH3:22]. Product: [CH2:38]([N:23]([CH2:21][CH3:22])[CH2:24][CH2:25][NH:26][C:27]([C:29]1[C:33]([CH3:34])=[C:32]([CH:35]=[C:11]2[C:10]3[C:14](=[CH:15][CH:16]=[CH:17][C:9]=3[C:5]3[CH:6]=[CH:7][CH:8]=[C:3]([C:2]([F:1])([F:19])[F:20])[CH:4]=3)[NH:13][C:12]2=[O:18])[NH:31][C:30]=1[CH3:37])=[O:28])[CH3:39]. The catalyst class is: 360.